Dataset: Forward reaction prediction with 1.9M reactions from USPTO patents (1976-2016). Task: Predict the product of the given reaction. (1) Given the reactants [CH2:1]([O:3][C:4]([N:6]1[CH:11]2[CH2:12][CH2:13][CH:7]1[CH2:8][CH:9]([C:14]1[N:19]3[N:20]=[C:21]([C:24]4[CH:29]=[CH:28][N:27]=[CH:26][CH:25]=4)[C:22](I)=[C:18]3[N:17]=[CH:16][CH:15]=1)[CH2:10]2)=[O:5])[CH3:2].CC1(C)C(C)(C)OB([C:38]2[CH:46]=[C:45]3[C:41]([CH:42]=[CH:43][NH:44]3)=[CH:40][CH:39]=2)O1, predict the reaction product. The product is: [NH:44]1[C:45]2[C:41](=[CH:40][CH:39]=[C:38]([C:22]3[C:21]([C:24]4[CH:29]=[CH:28][N:27]=[CH:26][CH:25]=4)=[N:20][N:19]4[C:14]([CH:9]5[CH2:8][CH:7]6[N:6]([C:4]([O:3][CH2:1][CH3:2])=[O:5])[CH:11]([CH2:12][CH2:13]6)[CH2:10]5)=[CH:15][CH:16]=[N:17][C:18]=34)[CH:46]=2)[CH:42]=[CH:43]1. (2) Given the reactants [ClH:1].Br[C:3]1[CH:25]=[CH:24][C:6]([CH2:7][O:8][C:9]2[CH:10]=[C:11]3[C:16](=[CH:17][CH:18]=2)[CH2:15][CH:14]([CH2:19][CH2:20][N:21]([CH3:23])[CH3:22])[CH2:13][CH2:12]3)=[CH:5][CH:4]=1.[C:26]1(C)[CH:31]=[CH:30][CH:29]=[CH:28][CH:27]=1.[CH2:33]([OH:35])C.[C:36](=O)([O-])[O-:37].[Na+].[Na+], predict the reaction product. The product is: [ClH:1].[CH3:36][O:37][C:26]1[CH:31]=[C:30]([O:35][CH3:33])[CH:29]=[CH:28][C:27]=1[C:3]1[CH:25]=[CH:24][C:6]([CH2:7][O:8][C:9]2[CH:10]=[C:11]3[C:16](=[CH:17][CH:18]=2)[CH2:15][CH:14]([CH2:19][CH2:20][N:21]([CH3:23])[CH3:22])[CH2:13][CH2:12]3)=[CH:5][CH:4]=1. (3) Given the reactants [CH3:1][C:2]1([CH3:35])[CH2:7][CH2:6][N:5]([CH2:8][C:9]2[CH:14]=[CH:13][C:12]([C:15]([F:18])([F:17])[F:16])=[CH:11][CH:10]=2)[CH:4]([C:19]([NH:21][C:22]2([C:25]3[CH:34]=[CH:33][C:28]([C:29]([O:31]C)=[O:30])=[CH:27][CH:26]=3)[CH2:24][CH2:23]2)=[O:20])[CH2:3]1.O[Li].O, predict the reaction product. The product is: [CH3:1][C:2]1([CH3:35])[CH2:7][CH2:6][N:5]([CH2:8][C:9]2[CH:10]=[CH:11][C:12]([C:15]([F:18])([F:17])[F:16])=[CH:13][CH:14]=2)[CH:4]([C:19]([NH:21][C:22]2([C:25]3[CH:26]=[CH:27][C:28]([C:29]([OH:31])=[O:30])=[CH:33][CH:34]=3)[CH2:24][CH2:23]2)=[O:20])[CH2:3]1.